Dataset: Forward reaction prediction with 1.9M reactions from USPTO patents (1976-2016). Task: Predict the product of the given reaction. Given the reactants [N+:1]([CH:3](S(C1C=CC(C)=CC=1)(=O)=O)[CH3:4])#[C-:2].[Cl:15][C:16]1[CH:23]=[CH:22][C:19]([CH:20]=[O:21])=[CH:18][C:17]=1[F:24].C([O-])([O-])=O.[K+].[K+].O, predict the reaction product. The product is: [Cl:15][C:16]1[CH:23]=[CH:22][C:19]([C:20]2[O:21][CH:2]=[N:1][C:3]=2[CH3:4])=[CH:18][C:17]=1[F:24].